From a dataset of NCI-60 drug combinations with 297,098 pairs across 59 cell lines. Regression. Given two drug SMILES strings and cell line genomic features, predict the synergy score measuring deviation from expected non-interaction effect. Drug 1: C1=CC(=CC=C1C#N)C(C2=CC=C(C=C2)C#N)N3C=NC=N3. Drug 2: CC1C(C(=O)NC(C(=O)N2CCCC2C(=O)N(CC(=O)N(C(C(=O)O1)C(C)C)C)C)C(C)C)NC(=O)C3=C4C(=C(C=C3)C)OC5=C(C(=O)C(=C(C5=N4)C(=O)NC6C(OC(=O)C(N(C(=O)CN(C(=O)C7CCCN7C(=O)C(NC6=O)C(C)C)C)C)C(C)C)C)N)C. Cell line: KM12. Synergy scores: CSS=9.30, Synergy_ZIP=2.70, Synergy_Bliss=5.34, Synergy_Loewe=2.62, Synergy_HSA=1.18.